Dataset: Reaction yield outcomes from USPTO patents with 853,638 reactions. Task: Predict the reaction yield, written as a fraction of the theoretical maximum amount of product (1.0 means a 100% yield; for example, 0.34 means a 34% yield). (1) The reactants are [CH3:1][C:2]1[NH:6][N:5]=[C:4]([O:7][C:8]2[CH:13]=[CH:12][C:11]([N+:14]([O-])=O)=[CH:10][C:9]=2[C:17]([F:20])([F:19])[F:18])[CH:3]=1.[H][H]. The catalyst is C(O)C.[C].[Pd]. The product is [NH2:14][C:11]1[CH:12]=[CH:13][C:8]([O:7][C:4]2[CH:3]=[C:2]([CH3:1])[NH:6][N:5]=2)=[C:9]([C:17]([F:20])([F:19])[F:18])[CH:10]=1. The yield is 0.761. (2) The reactants are [F:1][C:2]1([F:30])[CH2:7][CH2:6][N:5]([C:8]([C:10]2[NH:11][C:12]3[C:17]([CH:18]=2)=[CH:16][C:15]([C:19]([N:21]2[CH2:26][CH2:25][N:24]([CH:27]([CH3:29])[CH3:28])[CH2:23][CH2:22]2)=[O:20])=[CH:14][CH:13]=3)=[O:9])[CH2:4][CH2:3]1.[Cl:31][C:32]1[CH:37]=[CH:36][C:35](B(O)O)=[CH:34][CH:33]=1.N1C=CC=CC=1. The catalyst is ClCCl.C([O-])(=O)C.[Cu+2].C([O-])(=O)C. The product is [Cl:31][C:32]1[CH:37]=[CH:36][C:35]([N:11]2[C:12]3[C:17](=[CH:16][C:15]([C:19]([N:21]4[CH2:22][CH2:23][N:24]([CH:27]([CH3:28])[CH3:29])[CH2:25][CH2:26]4)=[O:20])=[CH:14][CH:13]=3)[CH:18]=[C:10]2[C:8]([N:5]2[CH2:6][CH2:7][C:2]([F:1])([F:30])[CH2:3][CH2:4]2)=[O:9])=[CH:34][CH:33]=1. The yield is 0.690. (3) The reactants are [C:1]([Si:5]([CH3:35])([CH3:34])[O:6][CH:7]([C:30]([CH3:33])([CH3:32])[CH3:31])[CH2:8][CH2:9][C:10]1[CH:15]=[CH:14][C:13]([C:16]([C:21]2[CH:26]=[CH:25][C:24]([OH:27])=[C:23]([CH3:28])[CH:22]=2)([CH2:19][CH3:20])[CH2:17][CH3:18])=[CH:12][C:11]=1[CH3:29])([CH3:4])([CH3:3])[CH3:2].C1C=CC(P(C2C=CC=CC=2)C2C=CC=CC=2)=CC=1.O[CH2:56][C@H:57]1[O:62][C:61](=[O:63])[CH2:60][CH2:59][CH2:58]1.CCOC(/N=N/C(OCC)=O)=O. The catalyst is C1COCC1. The product is [C:1]([Si:5]([CH3:35])([CH3:34])[O:6][CH:7]([C:30]([CH3:33])([CH3:32])[CH3:31])[CH2:8][CH2:9][C:10]1[CH:15]=[CH:14][C:13]([C:16]([C:21]2[CH:26]=[CH:25][C:24]([O:27][CH2:56][C@H:57]3[O:62][C:61](=[O:63])[CH2:60][CH2:59][CH2:58]3)=[C:23]([CH3:28])[CH:22]=2)([CH2:17][CH3:18])[CH2:19][CH3:20])=[CH:12][C:11]=1[CH3:29])([CH3:3])([CH3:2])[CH3:4]. The yield is 0.0860. (4) The reactants are [Na].[CH2:2]([OH:5])[CH:3]=[CH2:4].Br[C:7]1[C:16]2[C:11](=[CH:12][CH:13]=[C:14]([O:17][CH3:18])[CH:15]=2)[N:10]=[CH:9][CH:8]=1.ClCCl. The catalyst is CO. The product is [CH2:2]([O:5][C:7]1[C:16]2[C:11](=[CH:12][CH:13]=[C:14]([O:17][CH3:18])[CH:15]=2)[N:10]=[CH:9][CH:8]=1)[CH:3]=[CH2:4]. The yield is 0.740. (5) The reactants are [CH3:1][CH:2]([O:4][C:5]1[CH:11]=[CH:10][C:8]([NH2:9])=[CH:7][CH:6]=1)[CH3:3].[N:12]([O-])=O.[Na+].[Cl:16][Sn]Cl.O. The catalyst is Cl.O. The product is [ClH:16].[CH:2]([O:4][C:5]1[CH:11]=[CH:10][C:8]([NH:9][NH2:12])=[CH:7][CH:6]=1)([CH3:1])[CH3:3]. The yield is 0.700. (6) The reactants are Cl.[CH3:2][C:3]1[O:4][C:5]2[C:14]3[CH:13]([CH2:15][CH2:16][NH2:17])[CH2:12][CH2:11][C:10]=3[CH:9]=[CH:8][C:6]=2[N:7]=1.C(N(CC)CC)C.[CH:25]1([C:28](Cl)=[O:29])[CH2:27][CH2:26]1.C(=O)([O-])O.[Na+]. The catalyst is O1CCCC1. The product is [CH3:2][C:3]1[O:4][C:5]2[C:14]3[CH:13]([CH2:15][CH2:16][NH:17][C:28]([CH:25]4[CH2:27][CH2:26]4)=[O:29])[CH2:12][CH2:11][C:10]=3[CH:9]=[CH:8][C:6]=2[N:7]=1. The yield is 0.420.